This data is from Forward reaction prediction with 1.9M reactions from USPTO patents (1976-2016). The task is: Predict the product of the given reaction. (1) The product is: [Si:6]([O:5][CH2:4][CH2:3][CH2:2][NH:14][CH3:13])([C:9]([CH3:12])([CH3:11])[CH3:10])([CH3:8])[CH3:7]. Given the reactants Br[CH2:2][CH2:3][CH2:4][O:5][Si:6]([C:9]([CH3:12])([CH3:11])[CH3:10])([CH3:8])[CH3:7].[CH3:13][NH2:14].CO, predict the reaction product. (2) Given the reactants [NH2:1][C:2]([CH3:16])([C:12]([F:15])([F:14])[F:13])[CH2:3][NH:4]C(=O)OC(C)(C)C.[ClH:17], predict the reaction product. The product is: [ClH:17].[ClH:17].[F:13][C:12]([F:15])([F:14])[C:2]([CH3:16])([NH2:1])[CH2:3][NH2:4]. (3) Given the reactants [CH3:1][C@H:2]1[CH2:7][NH:6][CH2:5][C@@H:4]([CH3:8])[NH:3]1.Cl[C:10]1[N:11]=[CH:12][C:13]([C:16]([NH:18][C:19]2[NH:20][N:21]=[C:22]([CH2:24][CH2:25][C:26]3[CH:31]=[C:30]([O:32][CH3:33])[CH:29]=[C:28]([O:34][CH3:35])[CH:27]=3)[CH:23]=2)=[O:17])=[N:14][CH:15]=1, predict the reaction product. The product is: [CH3:33][O:32][C:30]1[CH:31]=[C:26]([CH2:25][CH2:24][C:22]2[CH:23]=[C:19]([NH:18][C:16]([C:13]3[CH:12]=[N:11][C:10]([N:6]4[CH2:5][C@H:4]([CH3:8])[NH:3][C@H:2]([CH3:1])[CH2:7]4)=[CH:15][N:14]=3)=[O:17])[NH:20][N:21]=2)[CH:27]=[C:28]([O:34][CH3:35])[CH:29]=1. (4) Given the reactants [NH2:1][C:2]1[CH:3]=[C:4]([CH:21]=[CH:22][CH:23]=1)[O:5][C:6]1[CH:7]=[CH:8][C:9]2[N:13]=[C:12]([NH:14][C:15]([CH:17]3[CH2:19][CH2:18]3)=[O:16])[NH:11][C:10]=2[CH:20]=1.[F:24][C:25]([F:36])([F:35])[C:26]1[CH:27]=[C:28]([CH:32]=[CH:33][CH:34]=1)[C:29](O)=[O:30].Cl.C(N=C=NCCCN(C)C)C.CO, predict the reaction product. The product is: [CH:17]1([C:15]([NH:14][C:12]2[NH:11][C:10]3[CH:20]=[C:6]([O:5][C:4]4[CH:3]=[C:2]([NH:1][C:29](=[O:30])[C:28]5[CH:32]=[CH:33][CH:34]=[C:26]([C:25]([F:24])([F:35])[F:36])[CH:27]=5)[CH:23]=[CH:22][CH:21]=4)[CH:7]=[CH:8][C:9]=3[N:13]=2)=[O:16])[CH2:19][CH2:18]1.